Dataset: Forward reaction prediction with 1.9M reactions from USPTO patents (1976-2016). Task: Predict the product of the given reaction. (1) The product is: [Cl:1][C:2]1[CH:3]=[CH:4][C:5]([O:33][CH3:34])=[C:6]([CH:32]=1)[CH2:7][C@H:8]1[CH2:9][NH:10][C:11](=[O:31])[C@@H:12]([CH2:26][O:49][CH3:48])[N:13]([S:16]([C:19]2[CH:24]=[CH:23][C:22]([Cl:25])=[CH:21][CH:20]=2)(=[O:18])=[O:17])[C:14]1=[O:15]. Given the reactants [Cl:1][C:2]1[CH:3]=[CH:4][C:5]([O:33][CH3:34])=[C:6]([CH:32]=1)[CH2:7][C@@H:8]1[C:14](=[O:15])[N:13]([S:16]([C:19]2[CH:24]=[CH:23][C:22]([Cl:25])=[CH:21][CH:20]=2)(=[O:18])=[O:17])[C@H:12]([CH2:26]CC(O)=O)[C:11](=[O:31])[NH:10][CH2:9]1.ClC1C=CC(OC)=C(C=1)/C=C1\CNC(=O)[C@@H](CCC(OCC2C=CC=CC=2)=O)N(S(C2C=CC(Cl)=CC=2)(=O)=O)[C:48]\1=[O:49].FC1C=CC(OC)=C(C=1)/C=C1/C(=O)N(S(C2C=CC(Cl)=CC=2)(=O)=O)C(COC)C(=O)NC/1, predict the reaction product. (2) The product is: [CH:16]1([C@H:20]([NH:22][C:23]2[N:31]=[C:30]([C:32]#[N:33])[N:29]=[C:28]3[C:24]=2[N:25]([CH2:34][C@H:35]2[CH2:36][CH2:37][C@H:38]([CH3:41])[CH2:39][CH2:40]2)[C:26]([C:42]([C:43]2[CH:48]=[CH:47][CH:46]=[CH:45][CH:44]=2)=[O:49])=[N:27]3)[CH3:21])[CH2:19][CH2:18][CH2:17]1. Given the reactants CC1(C)CCCC(C)(C)N1.[Li]CCCC.[CH:16]1([C@H:20]([NH:22][C:23]2[N:31]=[C:30]([C:32]#[N:33])[N:29]=[C:28]3[C:24]=2[N:25]([CH2:34][C@H:35]2[CH2:40][CH2:39][C@H:38]([CH3:41])[CH2:37][CH2:36]2)[CH:26]=[N:27]3)[CH3:21])[CH2:19][CH2:18][CH2:17]1.[C:42](Cl)(=[O:49])[C:43]1[CH:48]=[CH:47][CH:46]=[CH:45][CH:44]=1, predict the reaction product. (3) Given the reactants [CH3:1][O:2][C:3]1[CH:8]=[C:7]([CH3:9])[C:6]([S:10](Cl)(=[O:12])=[O:11])=[C:5]([CH3:14])[C:4]=1[CH3:15].[CH3:16][NH:17][CH2:18][CH2:19][OH:20].CCN(CC)CC, predict the reaction product. The product is: [OH:20][CH2:19][CH2:18][N:17]([CH3:16])[S:10]([C:6]1[C:7]([CH3:9])=[CH:8][C:3]([O:2][CH3:1])=[C:4]([CH3:15])[C:5]=1[CH3:14])(=[O:12])=[O:11]. (4) Given the reactants Cl[C:2]1[C:7]([CH3:8])=[CH:6][N+:5]([O-])=[C:4]([CH3:10])[CH:3]=1.C([N:18]1[CH2:23][CH2:22][CH:21]([NH2:24])[CH2:20][CH2:19]1)(OC(C)(C)C)=O.C(N(CC)C(C)C)(C)C.Cl.N, predict the reaction product. The product is: [CH3:10][C:4]1[CH:3]=[C:2]([N:18]2[CH2:23][CH2:22][CH:21]([NH2:24])[CH2:20][CH2:19]2)[C:7]([CH3:8])=[CH:6][N:5]=1. (5) The product is: [I:16][C:17]1[CH:18]=[C:19]([CH:22]=[CH:23][CH:24]=1)[CH2:20][NH:21][C:9](=[O:10])[O:11][C:12]([CH3:13])([CH3:14])[CH3:15]. Given the reactants [C:9](O[C:9]([O:11][C:12]([CH3:15])([CH3:14])[CH3:13])=[O:10])([O:11][C:12]([CH3:15])([CH3:14])[CH3:13])=[O:10].[I:16][C:17]1[CH:18]=[C:19]([CH:22]=[CH:23][CH:24]=1)[CH2:20][NH2:21].C(N(CC)CC)C.CCOC(C)=O.CCCCCC.CCN(CC)CC, predict the reaction product. (6) Given the reactants FC(F)(F)C(O)=O.[CH3:8][O:9][C:10](=[O:19])[C:11](=[CH2:18])[CH:12]([O:14][C:15](=[O:17])[CH3:16])[CH3:13].CO[CH2:22][N:23]([CH2:29][C:30]1[CH:35]=[CH:34][CH:33]=[CH:32][CH:31]=1)[CH2:24][Si](C)(C)C, predict the reaction product. The product is: [CH3:8][O:9][C:10]([C:11]1([CH:12]([O:14][C:15](=[O:17])[CH3:16])[CH3:13])[CH2:18][CH2:22][N:23]([CH2:29][C:30]2[CH:31]=[CH:32][CH:33]=[CH:34][CH:35]=2)[CH2:24]1)=[O:19]. (7) Given the reactants Cl.Cl.[CH2:3]([CH:6]1[C:11]2[N:12]=[CH:13][NH:14][C:10]=2[CH2:9][CH2:8][NH:7]1)[CH2:4][CH3:5].C([O-])([O-])=O.[K+].[K+].Cl[C:22]([O:24][CH2:25][CH:26]=[CH2:27])=[O:23].[OH-].[Na+].Cl, predict the reaction product. The product is: [CH2:3]([CH:6]1[C:11]2[N:12]=[CH:13][NH:14][C:10]=2[CH2:9][CH2:8][N:7]1[C:22]([O:24][CH2:25][CH:26]=[CH2:27])=[O:23])[CH2:4][CH3:5]. (8) Given the reactants [Cl:1][C:2]1[CH:3]=[C:4]([NH:9][C:10]2[C:19]3[C:14](=[CH:15][C:16]([O:28][CH2:29][CH3:30])=[C:17]([NH:20][C:21](=[O:27])/[CH:22]=[CH:23]/[CH2:24][NH:25][CH3:26])[CH:18]=3)[N:13]=[CH:12][C:11]=2[C:31]#[N:32])[CH:5]=[CH:6][C:7]=1[F:8].[F:33][C:34]1[CH:41]=[CH:40][C:37]([CH:38]=O)=[CH:36][CH:35]=1.C(O)(=O)C.[BH-](OC(C)=O)(OC(C)=O)OC(C)=O.[Na+], predict the reaction product. The product is: [Cl:1][C:2]1[CH:3]=[C:4]([NH:9][C:10]2[C:19]3[C:14](=[CH:15][C:16]([O:28][CH2:29][CH3:30])=[C:17]([NH:20][C:21](=[O:27])/[CH:22]=[CH:23]/[CH2:24][NH:25][CH2:26][CH2:38][C:37]4[CH:40]=[CH:41][C:34]([F:33])=[CH:35][CH:36]=4)[CH:18]=3)[N:13]=[CH:12][C:11]=2[C:31]#[N:32])[CH:5]=[CH:6][C:7]=1[F:8]. (9) Given the reactants [NH2:1][CH2:2][C:3]1[N:8]=[CH:7][C:6]([NH:9][C:10]2[CH:15]=[CH:14][C:13]([F:16])=[CH:12][C:11]=2[C:17]([F:20])([F:19])[F:18])=[CH:5][CH:4]=1.[N:21]1[CH:26]=[C:25]([C:27]([NH:29][C:30]2([C:33](O)=[O:34])[CH2:32][CH2:31]2)=[O:28])[CH:24]=[N:23][CH:22]=1, predict the reaction product. The product is: [F:16][C:13]1[CH:14]=[CH:15][C:10]([NH:9][C:6]2[CH:5]=[CH:4][C:3]([CH2:2][NH:1][C:33]([C:30]3([NH:29][C:27]([C:25]4[CH:24]=[N:23][CH:22]=[N:21][CH:26]=4)=[O:28])[CH2:32][CH2:31]3)=[O:34])=[N:8][CH:7]=2)=[C:11]([C:17]([F:20])([F:19])[F:18])[CH:12]=1. (10) The product is: [S:26]1[CH:27]=[CH:28][N:29]=[C:25]1[C:2]1[S:6][C:5]([N:7]2[CH2:11][C@:10]3([CH:16]4[CH2:17][CH2:18][N:13]([CH2:14][CH2:15]4)[CH2:12]3)[O:9][C:8]2=[O:19])=[CH:4][CH:3]=1. Given the reactants Br[C:2]1[S:6][C:5]([N:7]2[CH2:11][C@:10]3([CH:16]4[CH2:17][CH2:18][N:13]([CH2:14][CH2:15]4)[CH2:12]3)[O:9][C:8]2=[O:19])=[CH:4][CH:3]=1.C([Sn](CCCC)(CCCC)[C:25]1[S:26][CH:27]=[CH:28][N:29]=1)CCC, predict the reaction product.